This data is from Forward reaction prediction with 1.9M reactions from USPTO patents (1976-2016). The task is: Predict the product of the given reaction. (1) Given the reactants [N:1]1[CH:6]=[CH:5][N:4]=[CH:3][C:2]=1[NH2:7].Cl[CH2:9][CH:10]=O.C(=O)(O)[O-].[Na+], predict the reaction product. The product is: [N:7]1[CH:9]=[CH:10][N:1]2[CH:6]=[CH:5][N:4]=[CH:3][C:2]=12. (2) Given the reactants [CH3:1][O:2][C:3]1[CH:8]=[CH:7][C:6]([C:9]2[CH:17]=[CH:16][CH:15]=[C:14]3[C:10]=2[CH2:11][C:12](=[O:18])[NH:13]3)=[CH:5][CH:4]=1.[N:19]1([CH2:24][CH2:25][NH:26][C:27]([C:29]2[C:33]([CH3:34])=[C:32]([CH:35]=O)[NH:31][C:30]=2[CH3:37])=[O:28])[CH:23]=[CH:22][N:21]=[N:20]1, predict the reaction product. The product is: [N:19]1([CH2:24][CH2:25][NH:26][C:27]([C:29]2[C:33]([CH3:34])=[C:32]([CH:35]=[C:11]3[C:10]4[C:14](=[CH:15][CH:16]=[CH:17][C:9]=4[C:6]4[CH:7]=[CH:8][C:3]([O:2][CH3:1])=[CH:4][CH:5]=4)[NH:13][C:12]3=[O:18])[NH:31][C:30]=2[CH3:37])=[O:28])[CH:23]=[CH:22][N:21]=[N:20]1. (3) Given the reactants [Cl:1][C:2]1[N:7]=[C:6]([C:8]([OH:10])=O)[CH:5]=[C:4]([CH3:11])[CH:3]=1.C(Cl)(=O)C(Cl)=O.CCN(C(C)C)C(C)C.[NH2:27][CH2:28][CH:29]1[CH2:31][CH2:30]1, predict the reaction product. The product is: [Cl:1][C:2]1[N:7]=[C:6]([C:8]([NH:27][CH2:28][CH:29]2[CH2:31][CH2:30]2)=[O:10])[CH:5]=[C:4]([CH3:11])[CH:3]=1. (4) Given the reactants C([O:3][C:4]([C:6]1[NH:7][C:8]([CH3:11])=[CH:9][CH:10]=1)=[O:5])C.[OH-].[Na+], predict the reaction product. The product is: [CH3:11][C:8]1[NH:7][C:6]([C:4]([OH:5])=[O:3])=[CH:10][CH:9]=1. (5) Given the reactants Cl[CH2:2][CH2:3][C@@H:4]([N:11]1[C:15]2[CH:16]=[CH:17][CH:18]=[CH:19][C:14]=2[N:13]([CH2:20][CH3:21])[C:12]1=[O:22])[C:5]1[CH:10]=[CH:9][CH:8]=[CH:7][CH:6]=1.[I-].[K+].[CH3:25][NH2:26], predict the reaction product. The product is: [CH2:20]([N:13]1[C:14]2[CH:19]=[CH:18][CH:17]=[CH:16][C:15]=2[N:11]([C@@H:4]([C:5]2[CH:10]=[CH:9][CH:8]=[CH:7][CH:6]=2)[CH2:3][CH2:2][NH:26][CH3:25])[C:12]1=[O:22])[CH3:21].